Dataset: Forward reaction prediction with 1.9M reactions from USPTO patents (1976-2016). Task: Predict the product of the given reaction. (1) Given the reactants [CH3:1][C:2]1[N:6]=[C:5]([C:7]2[CH:8]=[N:9][NH:10][C:11]=2[NH2:12])[O:4][N:3]=1.[CH2:13]([N:15]1[C:23]2[C:18](=[CH:19][CH:20]=[C:21]([C:24](=O)[CH2:25][C:26](OCC)=[O:27])[CH:22]=2)[CH:17]=[N:16]1)[CH3:14].CC1C=CC(S(O)(=O)=O)=CC=1, predict the reaction product. The product is: [CH2:13]([N:15]1[C:23]2[C:18](=[CH:19][CH:20]=[C:21]([C:24]3[NH:12][C:11]4[N:10]([N:9]=[CH:8][C:7]=4[C:5]4[O:4][N:3]=[C:2]([CH3:1])[N:6]=4)[C:26](=[O:27])[CH:25]=3)[CH:22]=2)[CH:17]=[N:16]1)[CH3:14]. (2) The product is: [CH3:32][S:33]([N:36]1[CH2:40][C@H:39]([S:41][CH2:42][C:43]2[CH:48]=[CH:47][C:46]([O:49][CH3:50])=[CH:45][CH:44]=2)[CH2:38][C@H:37]1[CH2:51][O:52][C:26]1[CH:27]=[CH:28][CH:29]=[CH:30][CH:31]=1)(=[O:34])=[O:35]. Given the reactants CCOC(/N=N/C(OCC)=O)=O.[C:26]1(P([C:26]2[CH:31]=[CH:30][CH:29]=[CH:28][CH:27]=2)[C:26]2[CH:31]=[CH:30][CH:29]=[CH:28][CH:27]=2)[CH:31]=[CH:30][CH:29]=[CH:28][CH:27]=1.[CH3:32][S:33]([N:36]1[CH2:40][C@H:39]([S:41][CH2:42][C:43]2[CH:48]=[CH:47][C:46]([O:49][CH3:50])=[CH:45][CH:44]=2)[CH2:38][C@H:37]1[CH2:51][OH:52])(=[O:35])=[O:34].C1(O)C=CC=CC=1, predict the reaction product. (3) Given the reactants [CH3:1][N:2]1[CH:6]=[N:5][N:4]=[C:3]1[SH:7].Br[CH2:9][C:10]([C:12]1([C:16]2[CH:21]=[CH:20][C:19]([Cl:22])=[CH:18][CH:17]=2)[CH2:15][CH2:14][CH2:13]1)=[O:11].CCN(CC)CC.C(Cl)Cl.CCOC(C)=O, predict the reaction product. The product is: [Cl:22][C:19]1[CH:18]=[CH:17][C:16]([C:12]2([C:10](=[O:11])[CH2:9][S:7][C:3]3[N:2]([CH3:1])[CH:6]=[N:5][N:4]=3)[CH2:15][CH2:14][CH2:13]2)=[CH:21][CH:20]=1. (4) Given the reactants [N:1]1[CH:6]=[CH:5][N:4]=[CH:3][C:2]=1[N:7]1[C:14]2[C@H:13]3[CH2:15][C@H:12]3[CH2:11][C:10]=2[C:9]([C:16]([OH:18])=O)=[N:8]1.[F:19][C:20]([F:26])([F:25])[C:21]([CH3:24])([NH2:23])[CH3:22], predict the reaction product. The product is: [F:19][C:20]([F:26])([F:25])[C:21]([NH:23][C:16]([C:9]1[C:10]2[CH2:11][C@@H:12]3[CH2:15][C@@H:13]3[C:14]=2[N:7]([C:2]2[CH:3]=[N:4][CH:5]=[CH:6][N:1]=2)[N:8]=1)=[O:18])([CH3:24])[CH3:22]. (5) Given the reactants [C:1]1([C:19]2[CH:24]=[CH:23][CH:22]=[CH:21][CH:20]=2)[CH:6]=[CH:5][C:4]([O:7][CH2:8][C:9]2[CH:10]=[C:11]([S:15]([NH2:18])(=[O:17])=[O:16])[O:12][C:13]=2[CH3:14])=[CH:3][CH:2]=1.C(N(C(C)C)CC)(C)C.[CH3:34][O:35][CH2:36][CH2:37][C:38](O)=[O:39].F[P-](F)(F)(F)(F)F.N1(OC(N(C)C)=[N+](C)C)C2N=CC=CC=2N=N1, predict the reaction product. The product is: [CH3:34][O:35][CH2:36][CH2:37][C:38]([NH:18][S:15]([C:11]1[O:12][C:13]([CH3:14])=[C:9]([CH2:8][O:7][C:4]2[CH:3]=[CH:2][C:1]([C:19]3[CH:20]=[CH:21][CH:22]=[CH:23][CH:24]=3)=[CH:6][CH:5]=2)[CH:10]=1)(=[O:17])=[O:16])=[O:39].